Task: Predict the product of the given reaction.. Dataset: Forward reaction prediction with 1.9M reactions from USPTO patents (1976-2016) (1) Given the reactants [CH3:1][CH2:2][CH2:3][CH2:4][CH2:5][C@H:6]([OH:25])/[CH:7]=[CH:8]/[C@@H:9]1[C@@H:14]([CH2:15]/[CH:16]=[CH:17]\[CH2:18][CH2:19][CH2:20][C:21]([OH:23])=[O:22])[C:12](=[O:13])[CH2:11][C@H:10]1O.N1C=CN=C1, predict the reaction product. The product is: [CH3:1][CH2:2][CH2:3][CH2:4][CH2:5][C@H:6]([OH:25])/[CH:7]=[CH:8]/[C@@H:9]1[C@@H:14]([CH2:15]/[CH:16]=[CH:17]\[CH2:18][CH2:19][CH2:20][C:21]([OH:23])=[O:22])[C:12](=[O:13])[CH:11]=[CH:10]1. (2) Given the reactants [I:1][C:2]1[C:3](=[O:36])[N:4](C(C2C=CC=CC=2)=O)[C:5](=[O:27])[N:6]([CH2:8][CH2:9][CH2:10][N:11]2[CH2:16][CH:15]3[C:13]([C:17]4[CH:22]=[CH:21][CH:20]=[C:19]([C:23]([F:26])([F:25])[F:24])[CH:18]=4)([CH2:14]3)[CH2:12]2)[CH:7]=1.CO, predict the reaction product. The product is: [I:1][C:2]1[C:3](=[O:36])[NH:4][C:5](=[O:27])[N:6]([CH2:8][CH2:9][CH2:10][N:11]2[CH2:16][CH:15]3[C:13]([C:17]4[CH:22]=[CH:21][CH:20]=[C:19]([C:23]([F:26])([F:25])[F:24])[CH:18]=4)([CH2:14]3)[CH2:12]2)[CH:7]=1.